Dataset: Reaction yield outcomes from USPTO patents with 853,638 reactions. Task: Predict the reaction yield, written as a fraction of the theoretical maximum amount of product (1.0 means a 100% yield; for example, 0.34 means a 34% yield). (1) The catalyst is [Pd]. The product is [CH3:3][C:5]1[C:13]2[C:8](=[CH:9][CH:10]=[CH:11][CH:12]=2)[NH:7][C:6]=1[C:14]([O:16][CH:17]([CH3:18])[CH3:19])=[O:15]. The yield is 0.250. The reactants are [BH4-].[Na+].[CH:3]([C:5]1[C:13]2[C:8](=[CH:9][CH:10]=[CH:11][CH:12]=2)[NH:7][C:6]=1[C:14]([O:16][CH2:17][CH3:18])=[O:15])=O.[CH:19](O)(C)C. (2) The reactants are [NH2:1][C:2]1[N:3]=[CH:4][C:5]([C:12]2[CH:13]=[N:14][N:15]([CH:17]3[CH2:22][CH2:21][N:20]([C:23](=[O:25])[CH3:24])[CH2:19][CH2:18]3)[CH:16]=2)=[C:6]2[CH:10]=[C:9](Cl)[O:8][C:7]=12.C(OC([N:33]1[C:37]2=[CH:38][N:39]=[CH:40][CH:41]=[C:36]2[C:35](B(O)O)=[CH:34]1)=O)(C)(C)C.C([O-])([O-])=O.[Na+].[Na+]. The catalyst is C1C=CC([P]([Pd]([P](C2C=CC=CC=2)(C2C=CC=CC=2)C2C=CC=CC=2)([P](C2C=CC=CC=2)(C2C=CC=CC=2)C2C=CC=CC=2)[P](C2C=CC=CC=2)(C2C=CC=CC=2)C2C=CC=CC=2)(C2C=CC=CC=2)C2C=CC=CC=2)=CC=1.O1CCOCC1. The product is [NH2:1][C:2]1[N:3]=[CH:4][C:5]([C:12]2[CH:13]=[N:14][N:15]([CH:17]3[CH2:22][CH2:21][N:20]([C:23](=[O:25])[CH3:24])[CH2:19][CH2:18]3)[CH:16]=2)=[C:6]2[CH:10]=[C:9]([C:35]3[C:36]4[C:37](=[CH:38][N:39]=[CH:40][CH:41]=4)[NH:33][CH:34]=3)[O:8][C:7]=12. The yield is 0.290.